Dataset: NCI-60 drug combinations with 297,098 pairs across 59 cell lines. Task: Regression. Given two drug SMILES strings and cell line genomic features, predict the synergy score measuring deviation from expected non-interaction effect. (1) Drug 1: CN(C)N=NC1=C(NC=N1)C(=O)N. Drug 2: C(CCl)NC(=O)N(CCCl)N=O. Cell line: SK-MEL-5. Synergy scores: CSS=-1.80, Synergy_ZIP=-0.667, Synergy_Bliss=0.245, Synergy_Loewe=-10.4, Synergy_HSA=-5.73. (2) Drug 1: C1CCC(C1)C(CC#N)N2C=C(C=N2)C3=C4C=CNC4=NC=N3. Drug 2: CCCCC(=O)OCC(=O)C1(CC(C2=C(C1)C(=C3C(=C2O)C(=O)C4=C(C3=O)C=CC=C4OC)O)OC5CC(C(C(O5)C)O)NC(=O)C(F)(F)F)O. Cell line: NCI-H522. Synergy scores: CSS=9.30, Synergy_ZIP=-1.58, Synergy_Bliss=3.36, Synergy_Loewe=2.14, Synergy_HSA=2.69. (3) Drug 1: CCC1=CC2CC(C3=C(CN(C2)C1)C4=CC=CC=C4N3)(C5=C(C=C6C(=C5)C78CCN9C7C(C=CC9)(C(C(C8N6C)(C(=O)OC)O)OC(=O)C)CC)OC)C(=O)OC.C(C(C(=O)O)O)(C(=O)O)O. Drug 2: CC1CCCC2(C(O2)CC(NC(=O)CC(C(C(=O)C(C1O)C)(C)C)O)C(=CC3=CSC(=N3)C)C)C. Cell line: UO-31. Synergy scores: CSS=7.44, Synergy_ZIP=-2.96, Synergy_Bliss=0.826, Synergy_Loewe=1.77, Synergy_HSA=1.78. (4) Drug 1: CC1C(C(=O)NC(C(=O)N2CCCC2C(=O)N(CC(=O)N(C(C(=O)O1)C(C)C)C)C)C(C)C)NC(=O)C3=C4C(=C(C=C3)C)OC5=C(C(=O)C(=C(C5=N4)C(=O)NC6C(OC(=O)C(N(C(=O)CN(C(=O)C7CCCN7C(=O)C(NC6=O)C(C)C)C)C)C(C)C)C)N)C. Drug 2: CCC(=C(C1=CC=CC=C1)C2=CC=C(C=C2)OCCN(C)C)C3=CC=CC=C3.C(C(=O)O)C(CC(=O)O)(C(=O)O)O. Cell line: SNB-19. Synergy scores: CSS=60.4, Synergy_ZIP=12.5, Synergy_Bliss=16.9, Synergy_Loewe=3.19, Synergy_HSA=18.6.